From a dataset of Forward reaction prediction with 1.9M reactions from USPTO patents (1976-2016). Predict the product of the given reaction. (1) Given the reactants [OH:1][CH:2]1[CH2:5][N:4]([C:6]([O:8][C:9]([CH3:12])([CH3:11])[CH3:10])=[O:7])[CH2:3]1.C(N(CC)CC)C.[CH3:20][S:21](Cl)(=[O:23])=[O:22], predict the reaction product. The product is: [C:9]([O:8][C:6]([N:4]1[CH2:3][CH:2]([O:1][S:21]([CH3:20])(=[O:23])=[O:22])[CH2:5]1)=[O:7])([CH3:12])([CH3:11])[CH3:10]. (2) Given the reactants O.[OH-].[Li+].[CH2:4]([C:6]1[CH:7]=[CH:8][C:9]([F:34])=[C:10]([C:12]2[CH:13]=[N:14][C:15]([N:18]3[C:26]4[C:21](=[CH:22][CH:23]=[C:24]([C:27]([O:29]C)=[O:28])[CH:25]=4)[C:20]([CH:31]([OH:33])[CH3:32])=[CH:19]3)=[N:16][CH:17]=2)[CH:11]=1)[CH3:5], predict the reaction product. The product is: [CH2:4]([C:6]1[CH:7]=[CH:8][C:9]([F:34])=[C:10]([C:12]2[CH:17]=[N:16][C:15]([N:18]3[C:26]4[C:21](=[CH:22][CH:23]=[C:24]([C:27]([OH:29])=[O:28])[CH:25]=4)[C:20]([CH:31]([OH:33])[CH3:32])=[CH:19]3)=[N:14][CH:13]=2)[CH:11]=1)[CH3:5].